This data is from Full USPTO retrosynthesis dataset with 1.9M reactions from patents (1976-2016). The task is: Predict the reactants needed to synthesize the given product. (1) Given the product [C:17]([O:16][C:14](=[O:15])[NH:13][C:12]1[C:8]([NH:7][C:6]([O:5][C:1]([CH3:4])([CH3:3])[CH3:2])=[O:22])=[C:9]([C:23]2[CH:28]=[CH:27][CH:26]=[CH:25][CH:24]=2)[S:10][CH:11]=1)([CH3:20])([CH3:19])[CH3:18], predict the reactants needed to synthesize it. The reactants are: [C:1]([O:5][C:6](=[O:22])[NH:7][C:8]1[C:12]([NH:13][C:14]([O:16][C:17]([CH3:20])([CH3:19])[CH3:18])=[O:15])=[CH:11][S:10][C:9]=1Br)([CH3:4])([CH3:3])[CH3:2].[C:23]1(B(O)O)[CH:28]=[CH:27][CH:26]=[CH:25][CH:24]=1.O.C([O-])([O-])=O.[Na+].[Na+]. (2) Given the product [CH3:1][C:2]1[NH:3][N:4]([C:8]2[CH:9]=[CH:10][CH:11]=[CH:12][CH:13]=2)[C:5](=[O:7])[C:6]=1[C:18]([O:20][CH2:21][C:22]1[CH:27]=[CH:26][CH:25]=[CH:24][CH:23]=1)=[O:19], predict the reactants needed to synthesize it. The reactants are: [CH3:1][C:2]1[CH:6]=[C:5]([OH:7])[N:4]([C:8]2[CH:13]=[CH:12][CH:11]=[CH:10][CH:9]=2)[N:3]=1.[OH-].[Ca+2].[OH-].Cl[C:18]([O:20][CH2:21][C:22]1[CH:27]=[CH:26][CH:25]=[CH:24][CH:23]=1)=[O:19].Cl. (3) Given the product [Cl:1][C:2]1[N:7]=[C:6]([N:13]2[CH2:18][CH2:17][O:16][CH2:15][CH2:14]2)[C:5]([N+:9]([O-:11])=[O:10])=[C:4]([CH3:12])[N:3]=1, predict the reactants needed to synthesize it. The reactants are: [Cl:1][C:2]1[N:7]=[C:6](Cl)[C:5]([N+:9]([O-:11])=[O:10])=[C:4]([CH3:12])[N:3]=1.[NH:13]1[CH2:18][CH2:17][O:16][CH2:15][CH2:14]1.C(N(CC)CC)C. (4) Given the product [C:1]1([C:7]2([CH3:27])[CH2:13][N:14]([CH3:26])[C:15](=[O:16])[N:17]([C:18]([CH3:19])([CH2:20][C:21]([CH3:23])([CH3:24])[CH3:22])[CH3:25])[C:8]2=[O:9])[CH2:6][CH2:5][CH2:4][CH2:3][CH:2]=1, predict the reactants needed to synthesize it. The reactants are: [C:1]1([C:7]([CH3:27])([CH2:13][N:14]([CH3:26])[C:15]([NH:17][C:18]([CH3:25])([CH2:20][C:21]([CH3:24])([CH3:23])[CH3:22])[CH3:19])=[O:16])[C:8](OCC)=[O:9])[CH2:6][CH2:5][CH2:4][CH2:3][CH:2]=1.CC([O-])(C)C.[K+]. (5) Given the product [CH3:7][N:8]1[C:12]2[C:13](=[O:14])[NH:15][C:17]([C:18]3[CH:23]=[C:22]([S:24]([NH:25][CH2:26][CH2:27][CH:28]4[CH2:32][CH2:31][CH2:30][N:29]4[CH3:33])(=[O:35])=[O:34])[CH:21]=[CH:20][C:19]=3[O:36][CH2:37][CH2:38][CH3:39])=[N:16][C:11]=2[C:10]([CH2:41][CH2:42][CH3:43])=[N:9]1, predict the reactants needed to synthesize it. The reactants are: CC(C)([O-])C.[K+].[CH3:7][N:8]1[C:12]([C:13]([NH2:15])=[O:14])=[C:11]([NH:16][C:17](=O)[C:18]2[CH:23]=[C:22]([S:24](=[O:35])(=[O:34])[NH:25][CH2:26][CH2:27][CH:28]3[CH2:32][CH2:31][CH2:30][N:29]3[CH3:33])[CH:21]=[CH:20][C:19]=2[O:36][CH2:37][CH2:38][CH3:39])[C:10]([CH2:41][CH2:42][CH3:43])=[N:9]1. (6) Given the product [CH:25]1([NH:31][C:2]2[CH:7]=[CH:6][C:5]([C:8]3[O:9][C:10]4[CH:16]=[CH:15][CH:14]=[CH:13][C:11]=4[N:12]=3)=[CH:4][C:3]=2[N+:17]([O-:19])=[O:18])[CH2:30][CH2:29][CH2:28][CH2:27][CH2:26]1, predict the reactants needed to synthesize it. The reactants are: F[C:2]1[CH:7]=[CH:6][C:5]([C:8]2[O:9][C:10]3[CH:16]=[CH:15][CH:14]=[CH:13][C:11]=3[N:12]=2)=[CH:4][C:3]=1[N+:17]([O-:19])=[O:18].C(=O)([O-])O.[Na+].[CH:25]1([NH2:31])[CH2:30][CH2:29][CH2:28][CH2:27][CH2:26]1.O. (7) Given the product [Cl:1][C:2]1[CH:10]=[C:9]2[C:5]([C:6]([C:12]3[N:13]=[C:14]4[C:20]([C:21]([OH:33])=[O:22])=[CH:19][N:18]([CH2:23][O:24][CH2:25][CH2:26][Si:27]([CH3:30])([CH3:29])[CH3:28])[C:15]4=[N:16][CH:17]=3)=[N:7][N:8]2[CH3:11])=[CH:4][CH:3]=1, predict the reactants needed to synthesize it. The reactants are: [Cl:1][C:2]1[CH:10]=[C:9]2[C:5]([C:6]([C:12]3[N:13]=[C:14]4[C:20]([CH:21]=[O:22])=[CH:19][N:18]([CH2:23][O:24][CH2:25][CH2:26][Si:27]([CH3:30])([CH3:29])[CH3:28])[C:15]4=[N:16][CH:17]=3)=[N:7][N:8]2[CH3:11])=[CH:4][CH:3]=1.S(=O)(=O)([OH:33])N.Cl([O-])=O.[Na+].P([O-])(O)(O)=O.[K+]. (8) Given the product [CH3:5][O:6][C:7]1[CH:12]=[CH:11][C:10]([CH:13]=[CH:14][CH2:15][Br:2])=[CH:9][CH:8]=1.[CH3:5][O:6][C:7]1[CH:12]=[CH:11][C:10](/[CH:13]=[CH:14]/[CH2:15][Br:2])=[CH:9][CH:8]=1, predict the reactants needed to synthesize it. The reactants are: P(Br)(Br)[Br:2].[CH3:5][O:6][C:7]1[CH:12]=[CH:11][C:10](/[CH:13]=[CH:14]/[CH2:15]O)=[CH:9][CH:8]=1.C([O-])(O)=O.[Na+]. (9) Given the product [CH2:7]([C:8]([P:1]([OH:4])([OH:3])=[O:2])([P:1]([OH:4])([OH:3])=[O:2])[OH:10])[CH2:6][NH2:5], predict the reactants needed to synthesize it. The reactants are: [P:1]([OH:4])([OH:3])[OH:2].[NH2:5][CH2:6][CH2:7][C:8]([OH:10])=O.N1CCOCC1.P(Cl)(Cl)Cl. (10) Given the product [CH3:6][C:2](=[CH2:1])[CH2:3][CH2:4][O:5][C:7]1[CH:12]=[CH:11][CH:10]=[CH:9][CH:8]=1, predict the reactants needed to synthesize it. The reactants are: [CH3:1][C:2](=[CH2:6])[CH2:3][CH2:4][OH:5].[C:7]1(O)[CH:12]=[CH:11][CH:10]=[CH:9][CH:8]=1.C1(P(C2C=CC=CC=2)C2C=CC=CC=2)C=CC=CC=1.N(C(OC(C)(C)C)=O)=NC(OC(C)(C)C)=O.